The task is: Predict the reaction yield, written as a fraction of the theoretical maximum amount of product (1.0 means a 100% yield; for example, 0.34 means a 34% yield).. This data is from Reaction yield outcomes from USPTO patents with 853,638 reactions. (1) The reactants are [CH3:1][C:2](=[N:4][C@@H:5]1[CH2:9][CH2:8][N:7]([C:10]([O:12][C:13]([CH3:16])([CH3:15])[CH3:14])=[O:11])[CH2:6]1)[CH3:3]. The catalyst is CO.[Pt]=O. The product is [CH:2]([NH:4][C@@H:5]1[CH2:9][CH2:8][N:7]([C:10]([O:12][C:13]([CH3:15])([CH3:14])[CH3:16])=[O:11])[CH2:6]1)([CH3:3])[CH3:1]. The yield is 0.530. (2) The reactants are C(O/[CH:4]=[CH:5]/[C:6](=O)[C:7]([F:13])([F:12])[C:8]([F:11])([F:10])[F:9])C.[CH3:15][S:16][CH:17]([CH3:25])/[CH:18]=[CH:19]/[N:20]1CCCC1.C([O-])(=O)C.[NH4+].O. The catalyst is C(OCC)C. The product is [CH3:15][S:16][CH:17]([C:18]1[CH:4]=[CH:5][C:6]([C:7]([F:12])([F:13])[C:8]([F:9])([F:10])[F:11])=[N:20][CH:19]=1)[CH3:25]. The yield is 0.120. (3) The reactants are [N:1]12[CH2:8][CH2:7][CH:4]([CH2:5][CH2:6]1)[C@H:3]([NH:9][C:10]([C:12]1[CH:13]=[CH:14][CH:15]=[C:16]3[O:20][C:19]([CH:21]4[CH2:24][CH2:23][CH2:22]4)=[N:18][C:17]=13)=[O:11])[CH2:2]2.[ClH:25]. The catalyst is CO.C(OCC)C. The product is [ClH:25].[N:1]12[CH2:8][CH2:7][CH:4]([CH2:5][CH2:6]1)[C@H:3]([NH:9][C:10]([C:12]1[CH:13]=[CH:14][CH:15]=[C:16]3[O:20][C:19]([CH:21]4[CH2:22][CH2:23][CH2:24]4)=[N:18][C:17]=13)=[O:11])[CH2:2]2. The yield is 0.600. (4) The product is [NH2:1][C:2]1[C:11]2[C:6](=[C:7]([C:12]3[CH:20]=[CH:19][CH:18]=[C:14]([C:15]([N:27]4[CH2:30][CH2:29][CH2:28]4)=[O:17])[CH:13]=3)[CH:8]=[CH:9][CH:10]=2)[N:5]=[N:4][C:3]=1[C:21]([NH:22][CH2:23][CH2:24][CH3:25])=[O:26]. The catalyst is CN(C=O)C.O. The reactants are [NH2:1][C:2]1[C:11]2[C:6](=[C:7]([C:12]3[CH:13]=[C:14]([CH:18]=[CH:19][CH:20]=3)[C:15]([OH:17])=O)[CH:8]=[CH:9][CH:10]=2)[N:5]=[N:4][C:3]=1[C:21](=[O:26])[NH:22][CH2:23][CH2:24][CH3:25].[NH:27]1[CH2:30][CH2:29][CH2:28]1.CN1CCOCC1.ON1C2C=CC=CC=2N=N1.Cl.CN(C)CCCN=C=NCC. The yield is 0.820. (5) The reactants are [CH3:1][O:2][C:3]1[CH:4]=[C:5]([NH2:15])[CH:6]=[CH:7][C:8]=1[N:9]1[CH:13]=[C:12]([CH3:14])[N:11]=[CH:10]1.[F:16][C:17]1[CH:18]=[C:19]([CH:28]=[C:29]([F:32])[C:30]=1[F:31])[CH2:20][C:21]1[CH:26]=[CH:25][N:24]=[C:23](Cl)[N:22]=1. No catalyst specified. The product is [CH3:1][O:2][C:3]1[CH:4]=[C:5]([NH:15][C:23]2[N:22]=[C:21]([CH2:20][C:19]3[CH:18]=[C:17]([F:16])[C:30]([F:31])=[C:29]([F:32])[CH:28]=3)[CH:26]=[CH:25][N:24]=2)[CH:6]=[CH:7][C:8]=1[N:9]1[CH:13]=[C:12]([CH3:14])[N:11]=[CH:10]1. The yield is 0.540. (6) The reactants are Br[CH:2]1[CH2:4][C:3]1([C:11]1[CH:16]=[CH:15][CH:14]=[CH:13][CH:12]=1)[C:5]1[CH:10]=[CH:9][CH:8]=[CH:7][CH:6]=1.[Mg].II.Cl[P:21]([CH:25]([CH3:27])[CH3:26])[CH:22]([CH3:24])[CH3:23].[CH3:28]CCCCC. The catalyst is [Cu](I)I.C1COCC1. The product is [C:5]1([C:3]2([C:11]3[CH:16]=[CH:15][CH:14]=[CH:13][CH:12]=3)[CH2:4][C:2]2([P:21]([CH:25]([CH3:27])[CH3:26])[CH:22]([CH3:24])[CH3:23])[CH3:28])[CH:10]=[CH:9][CH:8]=[CH:7][CH:6]=1. The yield is 0.660.